From a dataset of Full USPTO retrosynthesis dataset with 1.9M reactions from patents (1976-2016). Predict the reactants needed to synthesize the given product. (1) Given the product [NH2:11][C:8]1[CH:9]=[C:10]2[C:5](=[CH:6][C:7]=1[N+:15]([O-:17])=[O:16])[N:4]([CH2:20][C:21]1[CH:28]=[CH:27][C:24]([CH3:25])=[CH:23][CH:22]=1)[C:3](=[O:18])[C:2]2([CH3:1])[CH3:19], predict the reactants needed to synthesize it. The reactants are: [CH3:1][C:2]1([CH3:19])[C:10]2[C:5](=[CH:6][C:7]([N+:15]([O-:17])=[O:16])=[C:8]([NH:11]C(=O)C)[CH:9]=2)[NH:4][C:3]1=[O:18].[CH3:20][C:21]1[CH:28]=[CH:27][C:24]([CH2:25]Br)=[CH:23][CH:22]=1.C([O-])([O-])=O.[K+].[K+]. (2) Given the product [CH2:37]([C:8]1[CH:9]=[C:10]([O:13][C:14]2[CH:19]=[C:18]([CH:20]([NH:22][C:23](=[O:35])[C:24]3[CH:29]=[CH:28][C:27]([C:30]([F:33])([F:32])[F:31])=[CH:26][C:25]=3[CH3:34])[CH3:21])[CH:17]=[C:16]([F:36])[CH:15]=2)[CH:11]=[CH:12][C:7]=1[CH2:6][CH2:5][C:4]([OH:39])=[O:3])[CH3:38], predict the reactants needed to synthesize it. The reactants are: C([O:3][C:4](=[O:39])[CH2:5][CH2:6][C:7]1[CH:12]=[CH:11][C:10]([O:13][C:14]2[CH:19]=[C:18]([CH:20]([NH:22][C:23](=[O:35])[C:24]3[CH:29]=[CH:28][C:27]([C:30]([F:33])([F:32])[F:31])=[CH:26][C:25]=3[CH3:34])[CH3:21])[CH:17]=[C:16]([F:36])[CH:15]=2)=[CH:9][C:8]=1[CH2:37][CH3:38])C.O.[OH-].[Li+].Cl. (3) Given the product [CH3:1][O:2][CH2:3][C@@H:4]1[CH2:8][CH2:7][NH:6][C@@H:5]1[C:17]([NH2:19])=[O:18], predict the reactants needed to synthesize it. The reactants are: [CH3:1][O:2][CH2:3][C@@H:4]1[CH2:8][CH2:7][N:6]([C@H](C2C=CC=CC=2)C)[C@@H:5]1[C:17]([NH2:19])=[O:18]. (4) Given the product [F:8][C:6]1[C:5]([F:9])=[C:4]([O:19][CH2:18][CH:16]2[CH2:15][O:14][C:13]([CH3:20])([CH3:12])[O:17]2)[C:3]([F:11])=[C:2]([F:1])[N:7]=1, predict the reactants needed to synthesize it. The reactants are: [F:1][C:2]1[N:7]=[C:6]([F:8])[C:5]([F:9])=[C:4](F)[C:3]=1[F:11].[CH3:12][C:13]1([CH3:20])[O:17][CH:16]([CH2:18][OH:19])[CH2:15][O:14]1.C([O-])([O-])=O.[Cs+].[Cs+]. (5) The reactants are: [NH2:1][C:2]1[C:6]2[C:7](Cl)=[N:8][C:9]([NH:11][C:12]([NH:14][C@@H:15]([C:17]3[CH:22]=[CH:21][CH:20]=[CH:19][CH:18]=3)[CH3:16])=[O:13])=[CH:10][C:5]=2[NH:4][N:3]=1.[CH3:24][O-:25].[Na+].Cl. Given the product [NH2:1][C:2]1[C:6]2[C:7]([O:25][CH3:24])=[N:8][C:9]([NH:11][C:12]([NH:14][C@@H:15]([C:17]3[CH:22]=[CH:21][CH:20]=[CH:19][CH:18]=3)[CH3:16])=[O:13])=[CH:10][C:5]=2[NH:4][N:3]=1, predict the reactants needed to synthesize it.